This data is from Full USPTO retrosynthesis dataset with 1.9M reactions from patents (1976-2016). The task is: Predict the reactants needed to synthesize the given product. (1) Given the product [Cl:26][C:15]1[CH:16]=[C:17]([CH2:20][N:21]2[CH2:25][CH2:24][CH2:23][CH2:22]2)[CH:18]=[CH:19][C:14]=1[NH:13][C:11]1[C:5]2=[C:6]([OH:10])[N:7]=[N:8][CH:9]=[C:4]2[CH:3]=[C:2]([NH:31][CH2:30][CH:27]2[CH2:29][CH2:28]2)[N:12]=1, predict the reactants needed to synthesize it. The reactants are: Cl[C:2]1[N:12]=[C:11]([NH:13][C:14]2[CH:19]=[CH:18][C:17]([CH2:20][N:21]3[CH2:25][CH2:24][CH2:23][CH2:22]3)=[CH:16][C:15]=2[Cl:26])[C:5]2[C:6](=[O:10])[NH:7][N:8]=[CH:9][C:4]=2[CH:3]=1.[CH:27]1([CH2:30][NH2:31])[CH2:29][CH2:28]1.CN(C)CC. (2) The reactants are: [OH:1][CH2:2][CH2:3][O:4][C:5]1[CH:10]=[CH:9][C:8]([C:11]#[C:12][CH2:13][CH2:14][N:15]2[C:19](=[O:20])[C:18]3=[CH:21][CH:22]=[CH:23][CH:24]=[C:17]3[C:16]2=[O:25])=[CH:7][CH:6]=1.[H][H]. Given the product [OH:1][CH2:2][CH2:3][O:4][C:5]1[CH:10]=[CH:9][C:8]([CH2:11][CH2:12][CH2:13][CH2:14][N:15]2[C:16](=[O:25])[C:17]3=[CH:24][CH:23]=[CH:22][CH:21]=[C:18]3[C:19]2=[O:20])=[CH:7][CH:6]=1, predict the reactants needed to synthesize it. (3) Given the product [CH3:14][C:15]1[C:19]([S:20]([N:11]2[CH2:12][CH2:13][CH:8]([N:5]3[CH2:6][CH2:7][CH:2]([CH3:1])[CH2:3][CH2:4]3)[CH2:9][CH2:10]2)(=[O:22])=[O:21])=[C:18]([CH3:24])[O:17][N:16]=1, predict the reactants needed to synthesize it. The reactants are: [CH3:1][CH:2]1[CH2:7][CH2:6][N:5]([CH:8]2[CH2:13][CH2:12][NH:11][CH2:10][CH2:9]2)[CH2:4][CH2:3]1.[CH3:14][C:15]1[C:19]([S:20](Cl)(=[O:22])=[O:21])=[C:18]([CH3:24])[O:17][N:16]=1. (4) Given the product [CH2:28]([C:30]1[C:31]([NH:38][C@H:39]2[C@@H:43]([O:44][CH2:45][CH2:46][F:47])[CH2:42][NH:41][CH2:40]2)=[N:32][C:33]([CH2:36][CH3:37])=[CH:34][N:35]=1)[CH3:29], predict the reactants needed to synthesize it. The reactants are: ClC1C=C(Cl)C=CC=1C1N=C(CC)C(N[C@H]2[C@@H](OCC)CNC2)=NC=1CC.[CH2:28]([C:30]1[C:31]([NH:38][C@H:39]2[C@@H:43]([O:44][CH2:45][CH2:46][F:47])[CH2:42][N:41](C(OCC3C=CC=CC=3)=O)[CH2:40]2)=[N:32][C:33]([CH2:36][CH3:37])=[CH:34][N:35]=1)[CH3:29].